From a dataset of Catalyst prediction with 721,799 reactions and 888 catalyst types from USPTO. Predict which catalyst facilitates the given reaction. (1) Reactant: [Cl:1][C:2]1[CH:7]=[CH:6][CH:5]=[CH:4][C:3]=1[S:8]([NH:11][CH2:12][C:13]1[S:14][C:15]([C:18]2[CH:23]=[CH:22][CH:21]=[C:20]([S:24]([CH3:27])(=[O:26])=[O:25])[CH:19]=2)=[CH:16][CH:17]=1)(=[O:10])=[O:9].[H-].[Na+].Br[CH2:31][CH:32]([CH3:34])[CH3:33]. Product: [Cl:1][C:2]1[CH:7]=[CH:6][CH:5]=[CH:4][C:3]=1[S:8]([N:11]([CH2:31][CH:32]([CH3:34])[CH3:33])[CH2:12][C:13]1[S:14][C:15]([C:18]2[CH:23]=[CH:22][CH:21]=[C:20]([S:24]([CH3:27])(=[O:26])=[O:25])[CH:19]=2)=[CH:16][CH:17]=1)(=[O:9])=[O:10]. The catalyst class is: 80. (2) Reactant: [Cl:1][C:2]1[CH:7]=[CH:6][C:5]([S:8][C:9]2[CH:19]=[CH:18][C:12]([C:13]([O:15]CC)=[O:14])=[CH:11][C:10]=2[N+:20]([O-:22])=[O:21])=[CH:4][CH:3]=1.[OH-].[Na+]. Product: [Cl:1][C:2]1[CH:3]=[CH:4][C:5]([S:8][C:9]2[CH:19]=[CH:18][C:12]([C:13]([OH:15])=[O:14])=[CH:11][C:10]=2[N+:20]([O-:22])=[O:21])=[CH:6][CH:7]=1. The catalyst class is: 353. (3) Reactant: Cl.[CH2:2]([N:4]1[CH2:8][CH2:7][C:6]2([CH2:13][CH2:12][NH:11][CH2:10][CH2:9]2)[C:5]1=[O:14])[CH3:3].C(N(CC)CC)C.[F:22][C:23]([F:35])([F:34])[C:24]1[CH:25]=[C:26]([S:30](Cl)(=[O:32])=[O:31])[CH:27]=[CH:28][CH:29]=1.O. Product: [CH2:2]([N:4]1[CH2:8][CH2:7][C:6]2([CH2:13][CH2:12][N:11]([S:30]([C:26]3[CH:27]=[CH:28][CH:29]=[C:24]([C:23]([F:22])([F:34])[F:35])[CH:25]=3)(=[O:32])=[O:31])[CH2:10][CH2:9]2)[C:5]1=[O:14])[CH3:3]. The catalyst class is: 4. (4) Reactant: [ClH:1].Cl.[CH3:3][N:4]([CH2:6][CH:7]1[CH2:15][C:14]2[C:9](=[CH:10][CH:11]=[C:12]([O:16][C:17]([F:20])([F:19])[F:18])[CH:13]=2)[C:8]1([C:22]1[CH:23]=[N:24][CH:25]=[CH:26][CH:27]=1)O)[CH3:5]. Product: [ClH:1].[CH3:3][N:4]([CH3:5])[CH2:6][C:7]1[CH2:15][C:14]2[C:9]([C:8]=1[C:22]1[CH:23]=[N:24][CH:25]=[CH:26][CH:27]=1)=[CH:10][CH:11]=[C:12]([O:16][C:17]([F:20])([F:18])[F:19])[CH:13]=2. The catalyst class is: 21.